This data is from Reaction yield outcomes from USPTO patents with 853,638 reactions. The task is: Predict the reaction yield, written as a fraction of the theoretical maximum amount of product (1.0 means a 100% yield; for example, 0.34 means a 34% yield). (1) The reactants are [Br:1][C:2]1[CH:3]=[CH:4][C:5]([CH:24]=[O:25])=[C:6]2[C:10]=1[N:9]=[C:8]1[N:11]([C:15]3[CH:20]=[CH:19][C:18]([O:21][CH3:22])=[CH:17][C:16]=3[CH3:23])[CH2:12][CH2:13][CH2:14][N:7]21.C[Si](C)(C)[C:28]([F:31])([F:30])[F:29].[F-].C([N+](CCCC)(CCCC)CCCC)CCC.Cl. The catalyst is O1CCCC1. The product is [Br:1][C:2]1[C:10]2[N:9]=[C:8]3[N:11]([C:15]4[CH:20]=[CH:19][C:18]([O:21][CH3:22])=[CH:17][C:16]=4[CH3:23])[CH2:12][CH2:13][CH2:14][N:7]3[C:6]=2[C:5]([CH:24]([OH:25])[C:28]([F:31])([F:30])[F:29])=[CH:4][CH:3]=1. The yield is 0.820. (2) The reactants are Br[C:2]1[CH:7]=[CH:6][C:5]([N:8]([C:16]2[CH:21]=[CH:20][C:19](Br)=[CH:18][CH:17]=2)[C:9]2[CH:14]=[CH:13][C:12](Br)=[CH:11][CH:10]=2)=[CH:4][CH:3]=1.C([Sn](CCCC)(CCCC)[C:28]1[S:29][CH:30]=[CH:31][CH:32]=1)CCC. The catalyst is C1(C)C=CC=CC=1.C1C=CC([P]([Pd]([P](C2C=CC=CC=2)(C2C=CC=CC=2)C2C=CC=CC=2)([P](C2C=CC=CC=2)(C2C=CC=CC=2)C2C=CC=CC=2)[P](C2C=CC=CC=2)(C2C=CC=CC=2)C2C=CC=CC=2)(C2C=CC=CC=2)C2C=CC=CC=2)=CC=1. The product is [S:29]1[CH:30]=[CH:31][CH:32]=[C:28]1[C:2]1[CH:7]=[CH:6][C:5]([N:8]([C:16]2[CH:21]=[CH:20][C:19]([C:30]3[S:29][CH:28]=[CH:32][CH:31]=3)=[CH:18][CH:17]=2)[C:9]2[CH:14]=[CH:13][C:12]([C:28]3[S:29][CH:30]=[CH:31][CH:32]=3)=[CH:11][CH:10]=2)=[CH:4][CH:3]=1. The yield is 0.850. (3) The reactants are [CH3:1][O:2][C:3]1[CH:8]=[CH:7][C:6]([C:9]2[C:14]([C:15]3[CH:20]=[CH:19][C:18]([O:21][CH3:22])=[CH:17][CH:16]=3)=[N:13][N:12]([CH2:23][CH2:24]O)[C:11](=[O:26])[CH:10]=2)=[CH:5][CH:4]=1.[Cl-].[NH:28]1[CH2:33][CH2:32][CH2:31][CH2:30][CH2:29]1. No catalyst specified. The product is [CH3:1][O:2][C:3]1[CH:8]=[CH:7][C:6]([C:9]2[C:14]([C:15]3[CH:16]=[CH:17][C:18]([O:21][CH3:22])=[CH:19][CH:20]=3)=[N:13][N:12]([CH2:23][CH2:24][N:28]3[CH2:33][CH2:32][CH2:31][CH2:30][CH2:29]3)[C:11](=[O:26])[CH:10]=2)=[CH:5][CH:4]=1. The yield is 0.381. (4) The reactants are C1(P(C2C=CC=CC=2)C2C=CC=CC=2)C=CC=CC=1.C(Cl)Cl.Br[C:24]1[CH:25]=[N:26][C:27]([C:30]2[CH:35]=[CH:34][CH:33]=[CH:32][CH:31]=2)=[N:28][CH:29]=1.[C:36]1([C:42]2[O:43][CH:44]=[CH:45][N:46]=2)[CH:41]=[CH:40][CH:39]=[CH:38][CH:37]=1. The catalyst is C(=O)([O-])[O-].[Ag+2].C1C=CC(P(C2C=CC=CC=2)[C-]2C=CC=C2)=CC=1.C1C=CC(P(C2C=CC=CC=2)[C-]2C=CC=C2)=CC=1.Cl[Pd]Cl.[Fe+2].O. The product is [C:36]1([C:42]2[O:43][C:44]([C:24]3[CH:25]=[N:26][C:27]([C:30]4[CH:35]=[CH:34][CH:33]=[CH:32][CH:31]=4)=[N:28][CH:29]=3)=[CH:45][N:46]=2)[CH:37]=[CH:38][CH:39]=[CH:40][CH:41]=1. The yield is 0.110. (5) The reactants are Br[C:2]1[C:10]2[C:9]([Cl:11])=[N:8][CH:7]=[N:6][C:5]=2[NH:4][CH:3]=1.C([Li])CCC.[CH:17](=[O:24])[C:18]1[CH:23]=[CH:22][CH:21]=[CH:20][CH:19]=1. The catalyst is O1CCCC1. The product is [Cl:11][C:9]1[C:10]2[C:2]([CH:17]([C:18]3[CH:23]=[CH:22][CH:21]=[CH:20][CH:19]=3)[OH:24])=[CH:3][NH:4][C:5]=2[N:6]=[CH:7][N:8]=1. The yield is 0.760. (6) The reactants are C([N:4]1[CH:8]=[CH:7][N:6]=[C:5]1[C:9]1[S:13][C:12]([C:14]2[CH:19]=[CH:18][N:17]=[C:16]([N:20]([CH2:24][C:25]3[CH:30]=[CH:29][C:28]([O:31][CH3:32])=[CH:27][CH:26]=3)[C:21](=[O:23])[CH3:22])[CH:15]=2)=[C:11]([C:33]#[N:34])[C:10]=1[C:35]1[CH:40]=[CH:39][C:38]([Cl:41])=[CH:37][C:36]=1[Cl:42])C=C.C(O)(=O)C.C(Cl)Cl.C1([SiH3])C=CC=CC=1. The catalyst is C1C=CC([P]([Pd]([P](C2C=CC=CC=2)(C2C=CC=CC=2)C2C=CC=CC=2)([P](C2C=CC=CC=2)(C2C=CC=CC=2)C2C=CC=CC=2)[P](C2C=CC=CC=2)(C2C=CC=CC=2)C2C=CC=CC=2)(C2C=CC=CC=2)C2C=CC=CC=2)=CC=1.CCOC(C)=O.C(Cl)Cl. The product is [C:33]([C:11]1[C:10]([C:35]2[CH:40]=[CH:39][C:38]([Cl:41])=[CH:37][C:36]=2[Cl:42])=[C:9]([C:5]2[NH:6][CH:7]=[CH:8][N:4]=2)[S:13][C:12]=1[C:14]1[CH:19]=[CH:18][N:17]=[C:16]([N:20]([CH2:24][C:25]2[CH:26]=[CH:27][C:28]([O:31][CH3:32])=[CH:29][CH:30]=2)[C:21](=[O:23])[CH3:22])[CH:15]=1)#[N:34]. The yield is 0.507.